This data is from Buchwald-Hartwig C-N cross coupling reaction yields with 55,370 reactions. The task is: Predict the reaction yield, written as a fraction of the theoretical maximum amount of product (1.0 means a 100% yield; for example, 0.34 means a 34% yield). (1) The yield is 0.216. No catalyst specified. The reactants are FC(F)(F)c1ccc(Cl)cc1.Cc1ccc(N)cc1.O=S(=O)(O[Pd]1c2ccccc2-c2ccccc2N~1)C(F)(F)F.COc1ccc(OC)c(P([C@]23C[C@H]4C[C@H](C[C@H](C4)C2)C3)[C@]23C[C@H]4C[C@H](C[C@H](C4)C2)C3)c1-c1c(C(C)C)cc(C(C)C)cc1C(C)C.CN1CCCN2CCCN=C12.c1ccc(CN(Cc2ccccc2)c2ccon2)cc1. The product is Cc1ccc(Nc2ccc(C(F)(F)F)cc2)cc1. (2) The product is CCc1ccc(Nc2ccc(C)cc2)cc1. The reactants are CCc1ccc(Br)cc1.Cc1ccc(N)cc1.O=S(=O)(O[Pd]1c2ccccc2-c2ccccc2N~1)C(F)(F)F.COc1ccc(OC)c(P(C(C)(C)C)C(C)(C)C)c1-c1c(C(C)C)cc(C(C)C)cc1C(C)C.CCN=P(N=P(N(C)C)(N(C)C)N(C)C)(N(C)C)N(C)C.c1ccc(CN(Cc2ccccc2)c2ccon2)cc1. The yield is 0.651. No catalyst specified. (3) The yield is 0.00980. No catalyst specified. The product is COc1ccc(Nc2ccc(C)cc2)cc1. The reactants are COc1ccc(Cl)cc1.Cc1ccc(N)cc1.O=S(=O)(O[Pd]1c2ccccc2-c2ccccc2N~1)C(F)(F)F.COc1ccc(OC)c(P([C@]23C[C@H]4C[C@H](C[C@H](C4)C2)C3)[C@]23C[C@H]4C[C@H](C[C@H](C4)C2)C3)c1-c1c(C(C)C)cc(C(C)C)cc1C(C)C.CCN=P(N=P(N(C)C)(N(C)C)N(C)C)(N(C)C)N(C)C.c1ccc(CN(Cc2ccccc2)c2ccno2)cc1. (4) The reactants are Clc1cccnc1.Cc1ccc(N)cc1.O=S(=O)(O[Pd]1c2ccccc2-c2ccccc2N~1)C(F)(F)F.COc1ccc(OC)c(P([C@]23C[C@H]4C[C@H](C[C@H](C4)C2)C3)[C@]23C[C@H]4C[C@H](C[C@H](C4)C2)C3)c1-c1c(C(C)C)cc(C(C)C)cc1C(C)C.CN(C)C(=NC(C)(C)C)N(C)C.Cc1ccon1. No catalyst specified. The product is Cc1ccc(Nc2cccnc2)cc1. The yield is 0.118. (5) The reactants are Brc1cccnc1.Cc1ccc(N)cc1.O=S(=O)(O[Pd]1c2ccccc2-c2ccccc2N~1)C(F)(F)F.COc1ccc(OC)c(P([C@]23C[C@H]4C[C@H](C[C@H](C4)C2)C3)[C@]23C[C@H]4C[C@H](C[C@H](C4)C2)C3)c1-c1c(C(C)C)cc(C(C)C)cc1C(C)C.CN(C)C(=NC(C)(C)C)N(C)C.COC(=O)c1cc(-c2ccco2)on1. No catalyst specified. The product is Cc1ccc(Nc2cccnc2)cc1. The yield is 0. (6) The reactants are COc1ccc(Br)cc1.Cc1ccc(N)cc1.O=S(=O)(O[Pd]1c2ccccc2-c2ccccc2N~1)C(F)(F)F.CC(C)c1cc(C(C)C)c(-c2ccccc2P(C2CCCCC2)C2CCCCC2)c(C(C)C)c1.CN1CCCN2CCCN=C12.Cc1cc(C)on1. No catalyst specified. The product is COc1ccc(Nc2ccc(C)cc2)cc1. The yield is 0.129. (7) The reactants are Clc1ccccn1.Cc1ccc(N)cc1.O=S(=O)(O[Pd]1c2ccccc2-c2ccccc2N~1)C(F)(F)F.CC(C)c1cc(C(C)C)c(-c2ccccc2P(C(C)(C)C)C(C)(C)C)c(C(C)C)c1.CN1CCCN2CCCN=C12.c1ccc2nocc2c1. No catalyst specified. The product is Cc1ccc(Nc2ccccn2)cc1. The yield is 0.140.